This data is from NCI-60 drug combinations with 297,098 pairs across 59 cell lines. The task is: Regression. Given two drug SMILES strings and cell line genomic features, predict the synergy score measuring deviation from expected non-interaction effect. (1) Drug 1: C1=NC2=C(N=C(N=C2N1C3C(C(C(O3)CO)O)O)F)N. Drug 2: CC1=C(C=C(C=C1)C(=O)NC2=CC(=CC(=C2)C(F)(F)F)N3C=C(N=C3)C)NC4=NC=CC(=N4)C5=CN=CC=C5. Cell line: A498. Synergy scores: CSS=-1.66, Synergy_ZIP=1.39, Synergy_Bliss=0.598, Synergy_Loewe=-0.0548, Synergy_HSA=-1.81. (2) Drug 1: COC1=C(C=C2C(=C1)N=CN=C2NC3=CC(=C(C=C3)F)Cl)OCCCN4CCOCC4. Drug 2: CCN(CC)CCCC(C)NC1=C2C=C(C=CC2=NC3=C1C=CC(=C3)Cl)OC. Cell line: SK-MEL-5. Synergy scores: CSS=40.1, Synergy_ZIP=-1.10, Synergy_Bliss=2.02, Synergy_Loewe=-1.32, Synergy_HSA=3.68.